Dataset: Reaction yield outcomes from USPTO patents with 853,638 reactions. Task: Predict the reaction yield, written as a fraction of the theoretical maximum amount of product (1.0 means a 100% yield; for example, 0.34 means a 34% yield). (1) The reactants are [NH2:1][C:2]1[CH:10]=[C:9]2[C:5]([CH2:6][CH2:7][C:8]2=[O:11])=[CH:4][CH:3]=1.C(=O)([O-])[O-].[Ca+2].[I:17]Cl.S([O-])([O-])(=O)=S.[Na+].[Na+]. The catalyst is CO.O. The product is [NH2:1][C:2]1[C:10]([I:17])=[C:9]2[C:5]([CH2:6][CH2:7][C:8]2=[O:11])=[CH:4][CH:3]=1. The yield is 0.860. (2) The reactants are [CH3:1][C:2]([CH3:12])=[CH:3][C:4]1[CH:5]=[CH:6][C:7]([CH:10]=[O:11])=[N:8][CH:9]=1.CS(C)=[O:15].BrN1C(=O)CCC1=O.C(=O)([O-])O.[Na+].[OH2:30]. No catalyst specified. The product is [OH:30][CH:3]([C:4]1[CH:5]=[CH:6][C:7]([CH:10]=[O:11])=[N:8][CH:9]=1)[C:2]([OH:15])([CH3:12])[CH3:1]. The yield is 0.790. (3) The reactants are [Cl:1][C:2]1[CH:7]=[C:6]([CH2:8][CH2:9][C:10](=O)[CH3:11])[C:5]([C:13]#[N:14])=[CH:4][C:3]=1[NH:15][C:16]1[N:21]=[C:20]([N:22]([CH:32]2[CH2:34][CH2:33]2)CC2C=CC(OC)=CC=2)[C:19]2=[N:35][CH:36]=[C:37]([C:38]#[N:39])[N:18]2[N:17]=1.[NH:40]1[CH2:45][CH2:44][O:43][CH2:42][CH2:41]1.C(OC)(OC)OC.C([BH3-])#N.[Na+]. The catalyst is C1COCC1.CO.CCOC(C)=O. The product is [Cl:1][C:2]1[CH:7]=[C:6]([CH2:8][CH2:9][CH:10]([N:40]2[CH2:45][CH2:44][O:43][CH2:42][CH2:41]2)[CH3:11])[C:5]([C:13]#[N:14])=[CH:4][C:3]=1[NH:15][C:16]1[N:21]=[C:20]([NH:22][CH:32]2[CH2:34][CH2:33]2)[C:19]2=[N:35][CH:36]=[C:37]([C:38]#[N:39])[N:18]2[N:17]=1. The yield is 0.425. (4) The reactants are [N:1]1[CH:6]=[CH:5][CH:4]=[C:3]([CH2:7][CH2:8][C@H:9]([C:11]2[CH:16]=[CH:15][CH:14]=[C:13]([O:17][CH2:18][C:19]([O:21][C:22]([CH3:25])([CH3:24])[CH3:23])=[O:20])[CH:12]=2)[OH:10])[CH:2]=1.[O:26]=[C:27]([N:35]1[CH2:40][CH2:39][CH2:38][CH2:37][C@H:36]1[C:41](O)=[O:42])[C:28](=[O:34])[C:29]([CH3:33])([CH3:32])[CH2:30][CH3:31].C1(N=C=NC2CCCCC2)CCCCC1. The catalyst is C(Cl)Cl.CN(C)C1C=CN=CC=1. The product is [CH3:32][C:29]([CH3:33])([CH2:30][CH3:31])[C:28](=[O:34])[C:27]([N:35]1[CH2:40][CH2:39][CH2:38][CH2:37][C@H:36]1[C:41]([O:10][C@@H:9]([C:11]1[CH:16]=[CH:15][CH:14]=[C:13]([O:17][CH2:18][C:19]([O:21][C:22]([CH3:25])([CH3:24])[CH3:23])=[O:20])[CH:12]=1)[CH2:8][CH2:7][C:3]1[CH:2]=[N:1][CH:6]=[CH:5][CH:4]=1)=[O:42])=[O:26]. The yield is 0.960. (5) The reactants are Cl[SiH:2]1[N:6]([C:7]([CH3:10])([CH3:9])[CH3:8])[CH:5]=[CH:4][N:3]1[C:11]([CH3:14])([CH3:13])[CH3:12].[CH2:15]([N-]C)[CH2:16][CH2:17][CH3:18].[Li+].CCCCCC.C([Li])CCC.[CH2:33]([NH:37]C)CCC. The catalyst is CCCCCC.O1CCCC1. The product is [C:11]([N:3]1[CH:4]=[CH:5][N:6]([C:7]([CH3:10])([CH3:9])[CH3:8])[Si:2]1([NH:37][CH3:33])[CH2:15][CH2:16][CH2:17][CH3:18])([CH3:14])([CH3:13])[CH3:12]. The yield is 0.850.